From a dataset of NCI-60 drug combinations with 297,098 pairs across 59 cell lines. Regression. Given two drug SMILES strings and cell line genomic features, predict the synergy score measuring deviation from expected non-interaction effect. (1) Drug 1: CNC(=O)C1=CC=CC=C1SC2=CC3=C(C=C2)C(=NN3)C=CC4=CC=CC=N4. Drug 2: CC1C(C(=O)NC(C(=O)N2CCCC2C(=O)N(CC(=O)N(C(C(=O)O1)C(C)C)C)C)C(C)C)NC(=O)C3=C4C(=C(C=C3)C)OC5=C(C(=O)C(=C(C5=N4)C(=O)NC6C(OC(=O)C(N(C(=O)CN(C(=O)C7CCCN7C(=O)C(NC6=O)C(C)C)C)C)C(C)C)C)N)C. Cell line: SR. Synergy scores: CSS=85.7, Synergy_ZIP=25.7, Synergy_Bliss=22.7, Synergy_Loewe=-13.2, Synergy_HSA=25.6. (2) Drug 1: CC1=C(N=C(N=C1N)C(CC(=O)N)NCC(C(=O)N)N)C(=O)NC(C(C2=CN=CN2)OC3C(C(C(C(O3)CO)O)O)OC4C(C(C(C(O4)CO)O)OC(=O)N)O)C(=O)NC(C)C(C(C)C(=O)NC(C(C)O)C(=O)NCCC5=NC(=CS5)C6=NC(=CS6)C(=O)NCCC[S+](C)C)O. Drug 2: CCC1(CC2CC(C3=C(CCN(C2)C1)C4=CC=CC=C4N3)(C5=C(C=C6C(=C5)C78CCN9C7C(C=CC9)(C(C(C8N6C)(C(=O)OC)O)OC(=O)C)CC)OC)C(=O)OC)O.OS(=O)(=O)O. Cell line: HS 578T. Synergy scores: CSS=22.8, Synergy_ZIP=-4.78, Synergy_Bliss=-0.760, Synergy_Loewe=-2.56, Synergy_HSA=-1.94. (3) Drug 1: CC1=C(C(CCC1)(C)C)C=CC(=CC=CC(=CC(=O)O)C)C. Drug 2: CN1C2=C(C=C(C=C2)N(CCCl)CCCl)N=C1CCCC(=O)O.Cl. Cell line: SF-268. Synergy scores: CSS=-0.691, Synergy_ZIP=-0.267, Synergy_Bliss=-0.372, Synergy_Loewe=-3.18, Synergy_HSA=-1.88. (4) Drug 2: CC1=CC=C(C=C1)C2=CC(=NN2C3=CC=C(C=C3)S(=O)(=O)N)C(F)(F)F. Drug 1: COC1=CC(=CC(=C1O)OC)C2C3C(COC3=O)C(C4=CC5=C(C=C24)OCO5)OC6C(C(C7C(O6)COC(O7)C8=CC=CS8)O)O. Cell line: CAKI-1. Synergy scores: CSS=44.5, Synergy_ZIP=-2.49, Synergy_Bliss=-3.07, Synergy_Loewe=-42.0, Synergy_HSA=-1.43. (5) Drug 1: C1C(C(OC1N2C=NC3=C(N=C(N=C32)Cl)N)CO)O. Drug 2: C(CC(=O)O)C(=O)CN.Cl. Cell line: DU-145. Synergy scores: CSS=29.8, Synergy_ZIP=-6.61, Synergy_Bliss=-5.06, Synergy_Loewe=-14.2, Synergy_HSA=-0.736. (6) Drug 1: CC1=C2C(C(=O)C3(C(CC4C(C3C(C(C2(C)C)(CC1OC(=O)C(C(C5=CC=CC=C5)NC(=O)OC(C)(C)C)O)O)OC(=O)C6=CC=CC=C6)(CO4)OC(=O)C)O)C)O. Drug 2: CC(C)CN1C=NC2=C1C3=CC=CC=C3N=C2N. Cell line: HS 578T. Synergy scores: CSS=52.3, Synergy_ZIP=-0.615, Synergy_Bliss=-3.09, Synergy_Loewe=-28.5, Synergy_HSA=-4.88. (7) Drug 1: CCN(CC)CCCC(C)NC1=C2C=C(C=CC2=NC3=C1C=CC(=C3)Cl)OC. Synergy scores: CSS=4.82, Synergy_ZIP=-4.78, Synergy_Bliss=-1.66, Synergy_Loewe=-25.8, Synergy_HSA=-6.56. Cell line: MCF7. Drug 2: C(CN)CNCCSP(=O)(O)O.